Dataset: Forward reaction prediction with 1.9M reactions from USPTO patents (1976-2016). Task: Predict the product of the given reaction. Given the reactants [N:1]12[CH2:8][CH2:7]C([CH2:5][CH2:6]1)[CH2:3][CH:2]2[C:9](O)=O.S(Cl)(Cl)=O.[CH3:16]N(C)C=O, predict the reaction product. The product is: [CH2:8]([N:1]([CH:2]([CH3:3])[CH3:9])[CH:6]([CH3:5])[CH3:16])[CH3:7].